From a dataset of Reaction yield outcomes from USPTO patents with 853,638 reactions. Predict the reaction yield, written as a fraction of the theoretical maximum amount of product (1.0 means a 100% yield; for example, 0.34 means a 34% yield). The reactants are [OH:1][CH2:2][CH2:3][CH:4]([CH3:20])[CH2:5][C@@H:6]1[CH2:10][N:9]([C@H:11]([C:13]2[CH:18]=[CH:17][CH:16]=[CH:15][CH:14]=2)[CH3:12])[C:8](=[O:19])[CH2:7]1.[H-].[Na+].[CH3:23]I. The catalyst is CS(C)=O.O. The product is [CH3:23][O:1][CH2:2][CH2:3][CH:4]([CH3:20])[CH2:5][C@@H:6]1[CH2:10][N:9]([C@H:11]([C:13]2[CH:14]=[CH:15][CH:16]=[CH:17][CH:18]=2)[CH3:12])[C:8](=[O:19])[CH2:7]1. The yield is 0.520.